Dataset: Full USPTO retrosynthesis dataset with 1.9M reactions from patents (1976-2016). Task: Predict the reactants needed to synthesize the given product. (1) Given the product [CH2:1]([O:5][CH2:6][CH2:7][O:8][C:9]1[CH:10]=[CH:11][C:12]([C:15]2[CH:16]=[CH:17][C:18]3[N:24]([CH2:25][CH:26]([CH3:27])[CH3:28])[CH2:23][CH2:22][C:21]([C:29]([NH:31][C:32]4[CH:33]=[CH:34][C:35]([S:38]([CH2:39][C:40]5[N:44]([CH2:45][CH2:46][CH3:47])[CH:43]=[N:42][N:41]=5)=[O:57])=[CH:36][CH:37]=4)=[O:30])=[CH:20][C:19]=3[CH:48]=2)=[CH:13][CH:14]=1)[CH2:2][CH2:3][CH3:4], predict the reactants needed to synthesize it. The reactants are: [CH2:1]([O:5][CH2:6][CH2:7][O:8][C:9]1[CH:14]=[CH:13][C:12]([C:15]2[CH:16]=[CH:17][C:18]3[N:24]([CH2:25][CH:26]([CH3:28])[CH3:27])[CH2:23][CH2:22][C:21]([C:29]([NH:31][C:32]4[CH:37]=[CH:36][C:35]([S:38][CH2:39][C:40]5[N:44]([CH2:45][CH2:46][CH3:47])[CH:43]=[N:42][N:41]=5)=[CH:34][CH:33]=4)=[O:30])=[CH:20][C:19]=3[CH:48]=2)=[CH:11][CH:10]=1)[CH2:2][CH2:3][CH3:4].ClC1C=CC=C(C(OO)=[O:57])C=1.S([O-])([O-])(=O)=S.[Na+].[Na+]. (2) Given the product [NH2:26][CH2:25][C:24]1[CH:23]=[C:22]([CH:36]=[C:35]([O:37][C:38]2[CH:39]=[CH:40][C:41]([F:44])=[CH:42][CH:43]=2)[CH:34]=1)[CH2:21][N:12]([CH2:13][C:14]1[CH:15]=[CH:16][C:17]([F:20])=[CH:18][CH:19]=1)[S:9]([C:4]1[CH:5]=[C:6]([Cl:8])[CH:7]=[C:2]([Cl:1])[C:3]=1[OH:45])(=[O:11])=[O:10], predict the reactants needed to synthesize it. The reactants are: [Cl:1][C:2]1[C:3]([OH:45])=[C:4]([S:9]([N:12]([CH2:21][C:22]2[CH:23]=[C:24]([CH:34]=[C:35]([O:37][C:38]3[CH:43]=[CH:42][C:41]([F:44])=[CH:40][CH:39]=3)[CH:36]=2)[CH2:25][NH:26]C(=O)OC(C)(C)C)[CH2:13][C:14]2[CH:19]=[CH:18][C:17]([F:20])=[CH:16][CH:15]=2)(=[O:11])=[O:10])[CH:5]=[C:6]([Cl:8])[CH:7]=1.C(O)(C(F)(F)F)=O. (3) The reactants are: [CH:1]([N:4]1[C:8]([O:9][C:10]2[CH:15]=[CH:14][CH:13]=[CH:12][CH:11]=2)=[C:7]([CH2:16][C:17]2[CH:22]=[CH:21][C:20]([O:23][CH3:24])=[CH:19][CH:18]=2)[C:6](=[O:25])[NH:5]1)([CH3:3])[CH3:2].CC([O:29][CH2:30][C@H:31]1[O:36][C@H:35](Br)[C@H:34]([O:38]C(C)=O)[C@@H:33]([O:42]C(C)=O)[C@@H:32]1[O:46]C(C)=O)=O.[OH-].[Na+]. Given the product [CH:1]([N:4]1[C:8]([O:9][C:10]2[CH:15]=[CH:14][CH:13]=[CH:12][CH:11]=2)=[C:7]([CH2:16][C:17]2[CH:18]=[CH:19][C:20]([O:23][CH3:24])=[CH:21][CH:22]=2)[C:6]([O:25][C@@H:35]2[O:36][C@H:31]([CH2:30][OH:29])[C@@H:32]([OH:46])[C@H:33]([OH:42])[C@H:34]2[OH:38])=[N:5]1)([CH3:2])[CH3:3], predict the reactants needed to synthesize it.